From a dataset of Reaction yield outcomes from USPTO patents with 853,638 reactions. Predict the reaction yield, written as a fraction of the theoretical maximum amount of product (1.0 means a 100% yield; for example, 0.34 means a 34% yield). (1) The reactants are O=P12OP3(OP(OP(O3)(O1)=O)(=O)O2)=O.[CH2:15]([C:17]1[CH:22]=[CH:21][C:20]([NH:23][CH2:24][CH2:25][C:26]([O:28]CC)=O)=[CH:19][CH:18]=1)[CH3:16].[OH-].[Na+]. The catalyst is CS(O)(=O)=O.CO. The product is [CH2:15]([C:17]1[CH:18]=[C:19]2[C:20](=[CH:21][CH:22]=1)[NH:23][CH2:24][CH2:25][C:26]2=[O:28])[CH3:16]. The yield is 0.280. (2) The reactants are [NH2:1][C@H:2]([C:8]([OH:10])=[O:9])[CH2:3][S:4](=[O:7])([OH:6])=[O:5].S(Cl)([Cl:13])=O.[CH3:15]O. No catalyst specified. The product is [ClH:13].[CH3:15][O:9][C:8](=[O:10])[C@H:2]([CH2:3][S:4](=[O:6])([OH:7])=[O:5])[NH2:1]. The yield is 0.750. (3) The reactants are Cl.[CH2:2]([NH:9][CH:10]1[CH2:14][CH2:13][CH2:12][CH2:11]1)[C:3]1[CH:8]=CC=CC=1.C(N(C(C)C)CC)(C)C.BrCCC1[O:31][CH2:30][CH2:29][O:28]1.CC1CC=CCC=1. The catalyst is C(#N)C.C(Cl)Cl. The product is [O:28]1[CH2:29][CH2:30][O:31][CH:8]1[CH2:3][CH2:2][NH:9][CH:10]1[CH2:11][CH2:12][CH2:13][CH2:14]1. The yield is 0.400.